From a dataset of Full USPTO retrosynthesis dataset with 1.9M reactions from patents (1976-2016). Predict the reactants needed to synthesize the given product. (1) Given the product [F:62][C:61]([F:64])([F:63])[C:59]([OH:65])=[O:60].[Cl:1][C:2]1[CH:7]=[CH:6][C:5]([C:8]2[CH:9]=[C:10]3[C:14](=[CH:15][CH:16]=2)[NH:13][N:12]=[C:11]3[C:23]2[N:24]=[C:25]([O:40][C@H:41]3[C@H:46]([F:47])[CH2:45][CH2:44][NH:43][CH2:42]3)[NH:26][C:27](=[O:29])[CH:28]=2)=[C:4]([F:58])[CH:3]=1, predict the reactants needed to synthesize it. The reactants are: [Cl:1][C:2]1[CH:7]=[CH:6][C:5]([C:8]2[CH:9]=[C:10]3[C:14](=[CH:15][CH:16]=2)[N:13](C2CCCCO2)[N:12]=[C:11]3[C:23]2[CH:28]=[C:27]([O:29]CC3C=CC(OCC)=CC=3)[N:26]=[C:25]([O:40][C@H:41]3[C@H:46]([F:47])[CH2:45][CH2:44][N:43](C(OCC4C=CC=CC=4)=O)[CH2:42]3)[N:24]=2)=[C:4]([F:58])[CH:3]=1.[C:59]([OH:65])([C:61]([F:64])([F:63])[F:62])=[O:60]. (2) Given the product [OH:2][C:3]1[CH:4]=[C:5]2[C:10](=[CH:11][CH:12]=1)[C:9]([C:13]([C:15]1[CH:20]=[CH:19][C:18]([O:21][CH2:22][CH2:23][N:24]3[CH2:25][CH2:26][CH2:27][CH2:28][CH2:29]3)=[CH:17][CH:16]=1)=[O:14])=[C:8]([C:30]1[C:35]([F:36])=[CH:34][C:33]([F:37])=[CH:32][C:31]=1[F:38])[CH:7]=[CH:6]2, predict the reactants needed to synthesize it. The reactants are: C[O:2][C:3]1[CH:4]=[C:5]2[C:10](=[CH:11][CH:12]=1)[C:9]([C:13]([C:15]1[CH:20]=[CH:19][C:18]([O:21][CH2:22][CH2:23][N:24]3[CH2:29][CH2:28][CH2:27][CH2:26][CH2:25]3)=[CH:17][CH:16]=1)=[O:14])=[C:8]([C:30]1[C:35]([F:36])=[CH:34][C:33]([F:37])=[CH:32][C:31]=1[F:38])[CH:7]=[CH:6]2.Cl.B(Br)(Br)Br.C(=O)(O)[O-].[Na+]. (3) Given the product [Br:30][CH2:21][CH2:22][CH2:23][CH2:24][CH2:25][CH2:26][C:27]#[CH:28], predict the reactants needed to synthesize it. The reactants are: C1(P(C2C=CC=CC=2)C2C=CC=CC=2)C=CC=CC=1.O[CH2:21][CH2:22][CH2:23][CH2:24][CH2:25][CH2:26][C:27]#[CH:28].C(Br)(Br)(Br)[Br:30]. (4) Given the product [ClH:13].[CH3:1][O:2][C:3](=[O:12])[CH:4]([NH2:10])[C:5]([CH:7]1[CH2:9][CH2:8]1)=[O:6], predict the reactants needed to synthesize it. The reactants are: [CH3:1][O:2][C:3](=[O:12])/[C:4](=[N:10]\O)/[C:5]([CH:7]1[CH2:9][CH2:8]1)=[O:6].[ClH:13]. (5) The reactants are: Cl[C:2]1[CH:3]=[CH:4][C:5]2[N:6]([C:8]([CH3:11])=[N:9][N:10]=2)[N:7]=1.[C:12]1([CH:18]2[CH2:22][CH2:21][CH2:20][NH:19]2)[CH:17]=[CH:16][CH:15]=[CH:14][CH:13]=1.C([O-])([O-])=O.[K+].[K+]. Given the product [CH3:11][C:8]1[N:6]2[N:7]=[C:2]([N:19]3[CH2:20][CH2:21][CH2:22][CH:18]3[C:12]3[CH:17]=[CH:16][CH:15]=[CH:14][CH:13]=3)[CH:3]=[CH:4][C:5]2=[N:10][N:9]=1, predict the reactants needed to synthesize it. (6) Given the product [CH2:20]([O:22][C:23](=[O:33])[CH2:24][C:25]1[NH:18][C:15]2[C:16]([C:26]=1[S:27][C:28]([CH3:31])([CH3:30])[CH3:29])=[CH:17][C:12]([S:11][C:2]1[CH:3]=[CH:4][C:5]3[C:10](=[CH:9][CH:8]=[CH:7][CH:6]=3)[N:1]=1)=[CH:13][CH:14]=2)[CH3:21], predict the reactants needed to synthesize it. The reactants are: [N:1]1[C:10]2[C:5](=[CH:6][CH:7]=[CH:8][CH:9]=2)[CH:4]=[CH:3][C:2]=1[S:11][C:12]1[CH:17]=[CH:16][C:15]([NH:18]N)=[CH:14][CH:13]=1.[CH2:20]([O:22][C:23](=[O:33])[CH2:24][C:25](=O)[CH2:26][S:27][C:28]([CH3:31])([CH3:30])[CH3:29])[CH3:21]. (7) Given the product [F:15][C:16]1[CH:21]=[CH:20][C:19]([NH:22][C:23]([C:25]2[N:29]([CH3:30])[CH:28]=[C:27]([S:31](=[O:33])(=[O:32])[NH:1][C@H:2]([CH3:3])[CH2:4][OH:5])[CH:26]=2)=[O:24])=[CH:18][C:17]=1[CH3:35], predict the reactants needed to synthesize it. The reactants are: [NH2:1][C@@H:2]([CH2:4][OH:5])[CH3:3].CCN(C(C)C)C(C)C.[F:15][C:16]1[CH:21]=[CH:20][C:19]([NH:22][C:23]([C:25]2[N:29]([CH3:30])[CH:28]=[C:27]([S:31](Cl)(=[O:33])=[O:32])[CH:26]=2)=[O:24])=[CH:18][C:17]=1[CH3:35]. (8) Given the product [NH2:42][C:20]1[C:19]2[N:28]=[C:16]([CH2:15][CH2:14][O:13][CH3:12])[N:17]([CH2:29][CH2:30][CH2:31][CH2:32][NH:33][C:34](=[O:40])[O:35][C:36]([CH3:37])([CH3:39])[CH3:38])[C:18]=2[C:27]2[N:26]=[CH:25][CH:24]=[CH:23][C:22]=2[N:21]=1, predict the reactants needed to synthesize it. The reactants are: ClC1C=C(C=CC=1)C(OO)=O.[CH3:12][O:13][CH2:14][CH2:15][C:16]1[N:17]([CH2:29][CH2:30][CH2:31][CH2:32][NH:33][C:34](=[O:40])[O:35][C:36]([CH3:39])([CH3:38])[CH3:37])[C:18]2[C:27]3[N:26]=[CH:25][CH:24]=[CH:23][C:22]=3[N:21]=[CH:20][C:19]=2[N:28]=1.[OH-].[NH4+:42].C1(C)C=CC(S(Cl)(=O)=O)=CC=1. (9) Given the product [F:13][C:14]1[CH:19]=[CH:18][C:17]([O:20][C:9]2[CH:4]=[C:5]([N+:10]([O-:12])=[O:11])[CH:6]=[CH:7][CH:8]=2)=[CH:16][CH:15]=1, predict the reactants needed to synthesize it. The reactants are: [N+]([C:4]1[CH:9]=[CH:8][CH:7]=[CH:6][C:5]=1[N+:10]([O-:12])=[O:11])([O-])=O.[F:13][C:14]1[CH:19]=[CH:18][C:17]([OH:20])=[CH:16][CH:15]=1.C(=O)([O-])[O-].[Cs+].[Cs+].